This data is from Reaction yield outcomes from USPTO patents with 853,638 reactions. The task is: Predict the reaction yield, written as a fraction of the theoretical maximum amount of product (1.0 means a 100% yield; for example, 0.34 means a 34% yield). (1) The yield is 0.0600. The product is [OH:22][C:16]1[C:17](=[O:18])[N:5]([CH2:4][CH2:3][O:2][CH3:1])[S:6](=[O:7])(=[O:8])[C:9]=1[C:10]1[CH:15]=[CH:14][CH:13]=[CH:12][CH:11]=1. The reactants are [CH3:1][O:2][CH2:3][CH2:4][NH:5][S:6]([CH2:9][C:10]1[CH:15]=[CH:14][CH:13]=[CH:12][CH:11]=1)(=[O:8])=[O:7].[C:16](OCC)(=[O:22])[C:17](OCC)=[O:18].CC(C)([O-])C.[K+]. The catalyst is CN(C=O)C. (2) The product is [CH3:7][O:8][CH2:9][N:10]1[CH:14]=[C:13]([C:15]2[CH:16]=[CH:17][CH:18]=[CH:19][CH:20]=2)[CH:12]=[C:11]1[CH2:21][OH:22]. The reactants are [H-].[Al+3].[Li+].[H-].[H-].[H-].[CH3:7][O:8][CH2:9][N:10]1[CH:14]=[C:13]([C:15]2[CH:20]=[CH:19][CH:18]=[CH:17][CH:16]=2)[CH:12]=[C:11]1[C:21](OC)=[O:22]. The catalyst is O1CCCC1. The yield is 0.910. (3) The reactants are [C:1]([C:3]1[CH:4]=[C:5]2[C:10](=[CH:11][CH:12]=1)[C:8](=[O:9])[O:7][CH2:6]2)#[N:2].[NH2:13][OH:14]. The catalyst is CCO. The product is [OH:14][N:13]=[C:1]([C:3]1[CH:4]=[C:5]2[C:10](=[CH:11][CH:12]=1)[C:8](=[O:9])[O:7][CH2:6]2)[NH2:2]. The yield is 0.862. (4) The reactants are C1(P(C2C=CC=CC=2)C2C=CC3C(=CC=CC=3)C=2C2C3C(=CC=CC=3)C=CC=2P(C2C=CC=CC=2)C2C=CC=CC=2)C=CC=CC=1.Br[C:48]1[CH:49]=[C:50]2[C:55](=[CH:56][CH:57]=1)[N:54]=[C:53]([CH2:58][CH:59]([CH3:61])[CH3:60])[C:52]([C:62]#[N:63])=[C:51]2[C:64]1[CH:69]=[CH:68][C:67]([CH3:70])=[CH:66][CH:65]=1.[NH:71]1[CH2:76][CH2:75][NH:74][CH2:73][C:72]1=[O:77].C(=O)([O-])[O-].[Cs+].[Cs+]. The catalyst is C([O-])(=O)C.[Pd+2].C([O-])(=O)C.O1CCOCC1. The product is [CH2:58]([C:53]1[C:52]([C:62]#[N:63])=[C:51]([C:64]2[CH:69]=[CH:68][C:67]([CH3:70])=[CH:66][CH:65]=2)[C:50]2[C:55](=[CH:56][CH:57]=[C:48]([N:74]3[CH2:75][CH2:76][NH:71][C:72](=[O:77])[CH2:73]3)[CH:49]=2)[N:54]=1)[CH:59]([CH3:60])[CH3:61]. The yield is 0.710.